This data is from Catalyst prediction with 721,799 reactions and 888 catalyst types from USPTO. The task is: Predict which catalyst facilitates the given reaction. (1) Reactant: [CH:1]1([S:4]([C:7]2[CH:12]=[CH:11][C:10](F)=[C:9]([F:14])[CH:8]=2)(=[O:6])=[O:5])[CH2:3][CH2:2]1.[NH:15]1[CH2:20][CH2:19][NH:18][CH2:17][CH2:16]1. Product: [CH:1]1([S:4]([C:7]2[CH:12]=[CH:11][C:10]([N:15]3[CH2:20][CH2:19][NH:18][CH2:17][CH2:16]3)=[C:9]([F:14])[CH:8]=2)(=[O:6])=[O:5])[CH2:3][CH2:2]1. The catalyst class is: 80. (2) Reactant: [F:1][C:2]1[CH:9]=[CH:8][C:5]([CH:6]=[O:7])=[C:4]([OH:10])[CH:3]=1.[Br:11]Br. Product: [Br:11][C:9]1[C:2]([F:1])=[CH:3][C:4]([OH:10])=[C:5]([CH:8]=1)[CH:6]=[O:7]. The catalyst class is: 52. (3) Reactant: [C:1]([O:5][C:6]([N:8]1[CH2:12][CH2:11][CH:10]([NH:13][CH2:14][CH2:15][C:16]([O:18][CH3:19])=[O:17])[CH2:9]1)=[O:7])([CH3:4])([CH3:3])[CH3:2].[Cl:20][C:21]1[CH:28]=[CH:27][C:24]([CH:25]=O)=[CH:23][CH:22]=1.C(O[BH-](OC(=O)C)OC(=O)C)(=O)C.[Na+].C(O)(=O)C. Product: [C:1]([O:5][C:6]([N:8]1[CH2:12][CH2:11][CH:10]([N:13]([CH2:25][C:24]2[CH:27]=[CH:28][C:21]([Cl:20])=[CH:22][CH:23]=2)[CH2:14][CH2:15][C:16]([O:18][CH3:19])=[O:17])[CH2:9]1)=[O:7])([CH3:4])([CH3:3])[CH3:2]. The catalyst class is: 68. (4) Reactant: [CH3:1][O:2][C:3]1[CH:4]=[C:5]([NH:11][C:12]2[C:13]([NH:22][S:23]([C:26]3[CH:27]=[C:28]([NH:32][C:33]([CH:35]4[CH2:38][NH:37][CH2:36]4)=[O:34])[CH:29]=[CH:30][CH:31]=3)(=[O:25])=[O:24])=[N:14][C:15]3[C:20]([N:21]=2)=[CH:19][CH:18]=[CH:17][CH:16]=3)[CH:6]=[C:7]([O:9][CH3:10])[CH:8]=1.C(O[BH-](O[C:49](=[O:51])[CH3:50])OC(=O)C)(=O)C.C[N+](C)(C)C.Cl[CH2:58][CH2:59]Cl. Product: [CH:50]1([C:49]([N:37]2[CH2:38][CH:35]([C:33]([NH:32][C:28]3[CH:29]=[CH:30][CH:31]=[C:26]([S:23](=[O:25])(=[O:24])[NH:22][C:13]4[C:12]([NH:11][C:5]5[CH:4]=[C:3]([O:2][CH3:1])[CH:8]=[C:7]([O:9][CH3:10])[CH:6]=5)=[N:21][C:20]5[C:15](=[CH:16][CH:17]=[CH:18][CH:19]=5)[N:14]=4)[CH:27]=3)=[O:34])[CH2:36]2)=[O:51])[CH2:59][CH2:58]1. The catalyst class is: 3.